From a dataset of Forward reaction prediction with 1.9M reactions from USPTO patents (1976-2016). Predict the product of the given reaction. (1) Given the reactants [Cl:1][C:2]1[CH:7]=[CH:6][C:5]([Cl:8])=[CH:4][C:3]=1[S:9]([NH:12][C@@H:13]1CCN(C(OC(C)(C)C)=O)C1)(=[O:11])=[O:10].C([O-])([O-])=O.[K+].[K+].BrC.C1C=CC(P(C2C=CC=CC=2)C2C=CC=CC=2)=CC=1.C[CH2:53][N:54]([CH:58]([CH3:60])C)[CH:55]([CH3:57])C.BrC#[N:63].C(O)C(N)(CO)CO, predict the reaction product. The product is: [Cl:1][C:2]1[CH:7]=[CH:6][C:5]([Cl:8])=[CH:4][C:3]=1[S:9]([N:12]([C@@H:60]1[CH2:57][CH2:55][N:54]([C:53]#[N:63])[CH2:58]1)[CH3:13])(=[O:10])=[O:11]. (2) Given the reactants CC(OI1(OC(C)=O)(OC(C)=O)OC(=O)C2C=CC=CC1=2)=O.[F:23][C:24]1[CH:25]=[C:26]2[C:34](=[CH:35][CH:36]=1)[NH:33][C:32]1[CH2:31][CH2:30][CH:29]([CH2:37][OH:38])[CH2:28][C:27]2=1, predict the reaction product. The product is: [F:23][C:24]1[CH:25]=[C:26]2[C:34](=[CH:35][CH:36]=1)[NH:33][C:32]1[CH2:31][CH2:30][CH:29]([CH:37]=[O:38])[CH2:28][C:27]2=1. (3) Given the reactants [OH:1][CH2:2][CH2:3][CH2:4][N:5]([CH2:18][C:19]([F:22])([F:21])[F:20])[C:6]1[CH:13]=[CH:12][C:9]([C:10]#[N:11])=[C:8]([C:14]([F:17])([F:16])[F:15])[CH:7]=1.[CH3:23][O:24][C:25]1[CH:30]=[CH:29][C:28](O)=[CH:27][CH:26]=1, predict the reaction product. The product is: [CH3:23][O:24][C:25]1[CH:30]=[CH:29][C:28]([O:1][CH2:2][CH2:3][CH2:4][N:5]([CH2:18][C:19]([F:20])([F:21])[F:22])[C:6]2[CH:13]=[CH:12][C:9]([C:10]#[N:11])=[C:8]([C:14]([F:16])([F:15])[F:17])[CH:7]=2)=[CH:27][CH:26]=1. (4) Given the reactants Cl[C:2]1[C:7](=[O:8])[N:6]([CH3:9])[CH:5]=[C:4]2[CH2:10][N:11]([CH2:14][CH2:15][C:16]3[CH:25]=[CH:24][C:23]4[C:18](=[CH:19][CH:20]=[CH:21][CH:22]=4)[N:17]=3)[C:12](=[O:13])[C:3]=12.[N:26]1[CH:31]=[C:30](B(O)O)[CH:29]=[N:28][CH:27]=1, predict the reaction product. The product is: [CH3:9][N:6]1[C:7](=[O:8])[C:2]([C:30]2[CH:31]=[N:26][CH:27]=[N:28][CH:29]=2)=[C:3]2[C:12](=[O:13])[N:11]([CH2:14][CH2:15][C:16]3[CH:25]=[CH:24][C:23]4[C:18](=[CH:19][CH:20]=[CH:21][CH:22]=4)[N:17]=3)[CH2:10][C:4]2=[CH:5]1. (5) Given the reactants [CH2:1]([C:3]1([CH2:24][CH3:25])[CH2:12][C:11]([CH3:14])([CH3:13])[C:10]2[C:5](=[C:6]([CH:21]([CH3:23])[CH3:22])[CH:7]=[C:8]([C:15]#[C:16][Si](C)(C)C)[CH:9]=2)[O:4]1)[CH3:2].C(=O)([O-])[O-].[K+].[K+], predict the reaction product. The product is: [CH2:24]([C:3]1([CH2:1][CH3:2])[CH2:12][C:11]([CH3:14])([CH3:13])[C:10]2[C:5](=[C:6]([CH:21]([CH3:23])[CH3:22])[CH:7]=[C:8]([C:15]#[CH:16])[CH:9]=2)[O:4]1)[CH3:25]. (6) Given the reactants [N:1]1([C:6]([NH:8][C:9]2[N:14]=[CH:13][C:12]([O:15][C:16]3[CH:17]=[C:18]([NH:22]C(=O)OC(C)(C)C)[CH:19]=[CH:20][CH:21]=3)=[CH:11][CH:10]=2)=[O:7])[CH2:5][CH2:4][CH2:3][CH2:2]1.C(O)(C(F)(F)F)=O, predict the reaction product. The product is: [NH2:22][C:18]1[CH:17]=[C:16]([CH:21]=[CH:20][CH:19]=1)[O:15][C:12]1[CH:11]=[CH:10][C:9]([NH:8][C:6]([N:1]2[CH2:2][CH2:3][CH2:4][CH2:5]2)=[O:7])=[N:14][CH:13]=1. (7) Given the reactants [CH3:1][C:2]1[C:3]([O:12][C:13]2[C:18]([CH3:19])=[CH:17][C:16]([CH3:20])=[CH:15][C:14]=2[CH3:21])=[N:4][C:5]([CH3:11])=[CH:6][C:7]=1[NH:8][CH2:9][CH3:10].C[Si]([N-][Si](C)(C)C)(C)C.[Li+].[CH3:32][CH2:33]CCCC.I[CH2:39]CC, predict the reaction product. The product is: [CH3:1][C:2]1[C:3]([O:12][C:13]2[C:18]([CH3:19])=[CH:17][C:16]([CH3:20])=[CH:15][C:14]=2[CH3:21])=[N:4][C:5]([CH3:11])=[CH:6][C:7]=1[N:8]([CH2:32][CH3:33])[CH2:9][CH2:10][CH3:39]. (8) The product is: [CH3:5][O:6][C:7]1[CH:8]=[C:9]([NH:13][N:14]=[CH:15][C:16](=[O:17])[CH3:18])[CH:10]=[CH:11][CH:12]=1. Given the reactants C(O)(=O)C.[CH3:5][O:6][C:7]1[CH:8]=[C:9]([NH:13][NH2:14])[CH:10]=[CH:11][CH:12]=1.[CH:15](=O)[C:16]([CH3:18])=[O:17], predict the reaction product.